This data is from Full USPTO retrosynthesis dataset with 1.9M reactions from patents (1976-2016). The task is: Predict the reactants needed to synthesize the given product. (1) Given the product [Cl:15][C:16]1[CH:24]=[C:23]([Cl:25])[CH:22]=[CH:21][C:17]=1[CH2:18][N:19]([CH3:20])[C:12](=[O:14])[CH2:11][CH2:10][CH2:9][S:8][C:5]1[CH:4]=[CH:3][C:2]([OH:1])=[CH:7][CH:6]=1, predict the reactants needed to synthesize it. The reactants are: [OH:1][C:2]1[CH:7]=[CH:6][C:5]([S:8][CH2:9][CH2:10][CH2:11][C:12]([OH:14])=O)=[CH:4][CH:3]=1.[Cl:15][C:16]1[CH:24]=[C:23]([Cl:25])[CH:22]=[CH:21][C:17]=1[CH2:18][NH:19][CH3:20]. (2) Given the product [CH3:6][O:7][C:8]1[CH:15]=[CH:14][C:11]([CH2:12][NH:1][CH2:2][CH2:3][CH2:4][OH:5])=[CH:10][CH:9]=1, predict the reactants needed to synthesize it. The reactants are: [NH2:1][CH2:2][CH2:3][CH2:4][OH:5].[CH3:6][O:7][C:8]1[CH:15]=[CH:14][C:11]([CH:12]=O)=[CH:10][CH:9]=1.[BH4-].[Na+].Cl. (3) The reactants are: O=[C:2]1[NH:7][C:6]([C:8]2[CH:13]=[CH:12][CH:11]=[CH:10][CH:9]=2)=[N:5][C:4]([C:14]2[CH:19]=[CH:18][C:17]([O:20][C:21]3[CH:26]=[CH:25][CH:24]=[CH:23][CH:22]=3)=[CH:16][CH:15]=2)=[C:3]1[C:27]#[N:28].P(Cl)(Cl)([Cl:31])=O. Given the product [Cl:31][C:2]1[C:3]([C:27]#[N:28])=[C:4]([C:14]2[CH:19]=[CH:18][C:17]([O:20][C:21]3[CH:26]=[CH:25][CH:24]=[CH:23][CH:22]=3)=[CH:16][CH:15]=2)[N:5]=[C:6]([C:8]2[CH:13]=[CH:12][CH:11]=[CH:10][CH:9]=2)[N:7]=1, predict the reactants needed to synthesize it. (4) Given the product [NH2:16][C:17]1[C:18]([C:19](=[O:20])[NH:10][CH2:9][C:7]2[CH:8]=[C:3]([Cl:2])[CH:4]=[CH:5][C:6]=2[S:11]([CH2:14][CH3:15])(=[O:13])=[O:12])=[CH:22][C:23]([O:40][C:41]([F:44])([F:42])[F:43])=[C:24]([CH2:26][N:27]2[CH2:31][CH2:30][C@@H:29]([NH:32][C:33](=[O:34])[O:35][C:36]([CH3:39])([CH3:38])[CH3:37])[CH2:28]2)[CH:25]=1, predict the reactants needed to synthesize it. The reactants are: Cl.[Cl:2][C:3]1[CH:4]=[CH:5][C:6]([S:11]([CH2:14][CH3:15])(=[O:13])=[O:12])=[C:7]([CH2:9][NH2:10])[CH:8]=1.[NH2:16][C:17]1[CH:25]=[C:24]([CH2:26][N:27]2[CH2:31][CH2:30][C@@H:29]([NH:32][C:33]([O:35][C:36]([CH3:39])([CH3:38])[CH3:37])=[O:34])[CH2:28]2)[C:23]([O:40][C:41]([F:44])([F:43])[F:42])=[CH:22][C:18]=1[C:19](O)=[O:20].NC1C=CC(C(F)(F)F)=CC=1C(NCC1C=C(Br)C=CC=1S(CC)(=O)=O)=O.CN(C(ON1N=NC2C=CC=CC1=2)=[N+](C)C)C.F[P-](F)(F)(F)(F)F. (5) Given the product [OH:1][CH2:2][C@H:3]([NH:14][C:15]([C:17]1[C:26]2[C:21](=[CH:22][CH:23]=[C:24]([CH2:27][CH2:28][CH2:29][CH2:30][CH2:31][OH:32])[CH:25]=2)[N:20]=[C:19]([C:33]2[CH:34]=[C:35]([O:43][CH3:44])[C:36]([O:41][CH3:42])=[C:37]([O:39][CH3:40])[CH:38]=2)[CH:18]=1)=[O:16])[CH2:4][C:5]1[C:13]2[C:8](=[CH:9][CH:10]=[CH:11][CH:12]=2)[NH:7][CH:6]=1, predict the reactants needed to synthesize it. The reactants are: [OH:1][CH2:2][C@H:3]([NH:14][C:15]([C:17]1[C:26]2[C:21](=[CH:22][CH:23]=[C:24]([C:27]#[C:28][CH2:29][CH2:30][CH2:31][OH:32])[CH:25]=2)[N:20]=[C:19]([C:33]2[CH:38]=[C:37]([O:39][CH3:40])[C:36]([O:41][CH3:42])=[C:35]([O:43][CH3:44])[CH:34]=2)[CH:18]=1)=[O:16])[CH2:4][C:5]1[C:13]2[C:8](=[CH:9][CH:10]=[CH:11][CH:12]=2)[NH:7][CH:6]=1.[H][H].